Dataset: Full USPTO retrosynthesis dataset with 1.9M reactions from patents (1976-2016). Task: Predict the reactants needed to synthesize the given product. (1) Given the product [C:32]([O:31][C:30](=[O:36])[NH:29][C@H:25]([C:23]([N:20]1[CH2:21][CH2:22][CH:17]([O:16][C:9]2[N:14]=[CH:13][C:12]([F:15])=[CH:11][N:10]=2)[CH2:18][CH2:19]1)=[O:24])[CH:26]([CH3:28])[CH3:27])([CH3:34])([CH3:35])[CH3:33], predict the reactants needed to synthesize it. The reactants are: [H-].[Na+].CN(C)C=O.Cl[C:9]1[N:14]=[CH:13][C:12]([F:15])=[CH:11][N:10]=1.[OH:16][CH:17]1[CH2:22][CH2:21][N:20]([C:23]([C@@H:25]([NH:29][C:30](=[O:36])[O:31][C:32]([CH3:35])([CH3:34])[CH3:33])[CH:26]([CH3:28])[CH3:27])=[O:24])[CH2:19][CH2:18]1. (2) Given the product [Br:14][C:15]1[CH:16]=[C:17]([NH:18][C:11]([C:7]2[CH:6]=[C:5]([S:2]([Cl:1])(=[O:4])=[O:3])[S:9][C:8]=2[CH3:10])=[O:12])[CH:19]=[CH:20][C:21]=1[F:22], predict the reactants needed to synthesize it. The reactants are: [Cl:1][S:2]([C:5]1[S:9][C:8]([CH3:10])=[C:7]([C:11](Cl)=[O:12])[CH:6]=1)(=[O:4])=[O:3].[Br:14][C:15]1[CH:16]=[C:17]([CH:19]=[CH:20][C:21]=1[F:22])[NH2:18]. (3) The reactants are: [NH2:1][CH:2]1[C:8](=[O:9])[NH:7][C:6]2[CH:10]=[CH:11][CH:12]=[CH:13][C:5]=2[C:4]([C:14]2[C:19]([O:20][CH2:21][CH3:22])=[CH:18][C:17]([Cl:23])=[CH:16][C:15]=2[Cl:24])=[N:3]1.[CH2:25]([O:27][CH2:28][CH2:29][O:30][C:31]1[N:39]=[CH:38][C:37]([F:40])=[CH:36][C:32]=1[C:33](O)=[O:34])[CH3:26]. Given the product [Cl:24][C:15]1[CH:16]=[C:17]([Cl:23])[CH:18]=[C:19]([O:20][CH2:21][CH3:22])[C:14]=1[C:4]1[C:5]2[CH:13]=[CH:12][CH:11]=[CH:10][C:6]=2[NH:7][C:8](=[O:9])[CH:2]([NH:1][C:33](=[O:34])[C:32]2[CH:36]=[C:37]([F:40])[CH:38]=[N:39][C:31]=2[O:30][CH2:29][CH2:28][O:27][CH2:25][CH3:26])[N:3]=1, predict the reactants needed to synthesize it.